This data is from Full USPTO retrosynthesis dataset with 1.9M reactions from patents (1976-2016). The task is: Predict the reactants needed to synthesize the given product. (1) The reactants are: [OH:1][C:2]1[C:7]2[C@@:8]3([OH:45])[C@@:21]([O:25][CH3:26])([C@H:22]([OH:24])[CH2:23][C:6]=2[CH:5]=[C:4]([CH3:46])[C:3]=1[C:47]([O:49][CH3:50])=[O:48])[C:20](=[O:27])[C:19]1[C:10](=[CH:11][C:12]2[C:13](=[O:43])[C:14]([NH:30][C@@H:31]4[C@H:36]([O:37][CH3:38])[C@H:35]([OH:39])[C@@H:34]([O:40][CH3:41])[C@H:33]([CH3:42])[O:32]4)=[CH:15][C:16](=[O:29])[C:17]=2[C:18]=1[OH:28])[C:9]3=[O:44].[C:51]1([Mg]Br)[CH:56]=[CH:55][CH:54]=[CH:53][CH:52]=1. Given the product [OH:1][C:2]1[C:7]2[C@@:8]3([OH:45])[C@@:21]([O:25][CH3:26])([C@H:22]([OH:24])[CH2:23][C:6]=2[CH:5]=[C:4]([CH3:46])[C:3]=1[C:47]([O:49][CH3:50])=[O:48])[C:20](=[O:27])[C:19]1[C:10](=[CH:11][C:12]2[C:13]([OH:43])([C:51]4[CH:56]=[CH:55][CH:54]=[CH:53][CH:52]=4)[C:14]([NH:30][C@@H:31]4[C@H:36]([O:37][CH3:38])[C@H:35]([OH:39])[C@@H:34]([O:40][CH3:41])[C@H:33]([CH3:42])[O:32]4)=[CH:15][C:16](=[O:29])[C:17]=2[C:18]=1[OH:28])[C:9]3=[O:44], predict the reactants needed to synthesize it. (2) Given the product [CH2:1]([C:3]1[N:4]=[C:5]([CH3:25])[N:6]([C:33]2[CH:34]=[CH:35][C:29]3[O:28][CH:27]([CH3:26])[CH2:31][C:30]=3[CH:32]=2)[C:7](=[O:24])[C:8]=1[CH2:9][C:10]1[CH:15]=[CH:14][C:13]([C:16]2[C:17]([C:22]#[N:23])=[CH:18][CH:19]=[CH:20][CH:21]=2)=[CH:12][CH:11]=1)[CH3:2], predict the reactants needed to synthesize it. The reactants are: [CH2:1]([C:3]1[N:4]=[C:5]([CH3:25])[NH:6][C:7](=[O:24])[C:8]=1[CH2:9][C:10]1[CH:15]=[CH:14][C:13]([C:16]2[C:17]([C:22]#[N:23])=[CH:18][CH:19]=[CH:20][CH:21]=2)=[CH:12][CH:11]=1)[CH3:2].[CH3:26][CH:27]1[CH2:31][C:30]2[CH:32]=[C:33](B(O)O)[CH:34]=[CH:35][C:29]=2[O:28]1.C(N(CC)CC)C.N1C=CC=CC=1. (3) The reactants are: [NH2:1][C:2]1[N:7]=[CH:6][N:5]=[C:4]([NH:8][C@H:9]([C:11]2[N:16]([C:17]3[CH:22]=[CH:21][CH:20]=[CH:19][CH:18]=3)[C:15](=[O:23])[C:14]3=[C:24]([CH3:27])[CH:25]=[CH:26][N:13]3[N:12]=2)[CH3:10])[C:3]=1Br.C[O:30][C:31]1[CH:36]=[CH:35][C:34]([S:37]([NH:40][C:41]2[CH:49]=[C:48](B3OC(C)(C)C(C)(C)O3)[CH:47]=[C:46]3[C:42]=2[CH:43]=[CH:44][NH:45]3)(=[O:39])=[O:38])=[CH:33][CH:32]=1.C(=O)([O-])[O-].[Cs+].[Cs+]. Given the product [NH2:1][C:2]1[C:3]([C:48]2[CH:47]=[C:46]3[C:42]([CH:43]=[CH:44][NH:45]3)=[C:41]([NH:40][S:37]([C:34]3[CH:35]=[CH:36][C:31]([OH:30])=[CH:32][CH:33]=3)(=[O:39])=[O:38])[CH:49]=2)=[C:4]([NH:8][C@H:9]([C:11]2[N:16]([C:17]3[CH:22]=[CH:21][CH:20]=[CH:19][CH:18]=3)[C:15](=[O:23])[C:14]3=[C:24]([CH3:27])[CH:25]=[CH:26][N:13]3[N:12]=2)[CH3:10])[N:5]=[CH:6][N:7]=1, predict the reactants needed to synthesize it. (4) Given the product [Si:1]([O:8][CH2:9][CH2:10][C:11]1[CH:12]=[CH:13][N+:14]([O-:25])=[CH:15][CH:16]=1)([C:4]([CH3:6])([CH3:7])[CH3:5])([CH3:3])[CH3:2], predict the reactants needed to synthesize it. The reactants are: [Si:1]([O:8][CH2:9][CH2:10][C:11]1[CH:16]=[CH:15][N:14]=[CH:13][CH:12]=1)([C:4]([CH3:7])([CH3:6])[CH3:5])([CH3:3])[CH3:2].ClC1C=CC=C(C(OO)=[O:25])C=1. (5) Given the product [NH2:33][C@@H:34]([CH:38]1[CH2:43][CH2:42][C:41]([F:44])([F:45])[CH2:40][CH2:39]1)[C:35]([N:15]1[C@H:14]([C:12]([NH:11][C@H:3]2[C:4]3[C:9](=[CH:8][CH:7]=[CH:6][CH:5]=3)[CH2:10][C@@H:2]2[OH:1])=[O:13])[CH2:19][N:18]2[CH2:20][CH2:21][CH2:22][C@@H:17]2[CH2:16]1)=[O:36], predict the reactants needed to synthesize it. The reactants are: [OH:1][C@H:2]1[CH2:10][C:9]2[C:4](=[CH:5][CH:6]=[CH:7][CH:8]=2)[C@@H:3]1[NH:11][C:12]([C@@H:14]1[CH2:19][N:18]2[CH2:20][CH2:21][CH2:22][C@@H:17]2[CH2:16][NH:15]1)=[O:13].C(OC([NH:33][C@@H:34]([CH:38]1[CH2:43][CH2:42][C:41]([F:45])([F:44])[CH2:40][CH2:39]1)[C:35](O)=[O:36])=O)C1C=CC=CC=1.Cl.C(N=C=NCCCN(C)C)C.ON1C2C=CC=CC=2N=N1.C(N(CC)C(C)C)(C)C.